From a dataset of Reaction yield outcomes from USPTO patents with 853,638 reactions. Predict the reaction yield, written as a fraction of the theoretical maximum amount of product (1.0 means a 100% yield; for example, 0.34 means a 34% yield). (1) The reactants are Br[C:2]1[C:3]([NH:9][CH2:10][C:11]([O:13][CH2:14][CH3:15])=[O:12])=[N:4][CH:5]=[C:6]([Br:8])[N:7]=1.Cl.[CH3:17][O:18][C@H:19]1[CH2:24][CH2:23][C@H:22]([NH2:25])[CH2:21][CH2:20]1.CN1C(=O)CCC1.CCN(C(C)C)C(C)C. The catalyst is [Cl-].[Na+].O.C(OCC)(=O)C. The product is [Br:8][C:6]1[N:7]=[C:2]([NH:25][C@H:22]2[CH2:23][CH2:24][C@H:19]([O:18][CH3:17])[CH2:20][CH2:21]2)[C:3]([NH:9][CH2:10][C:11]([O:13][CH2:14][CH3:15])=[O:12])=[N:4][CH:5]=1. The yield is 0.410. (2) The reactants are [CH3:1][C:2]1([CH2:8][O:9][C:10]2[CH:18]=[CH:17][C:13]([C:14](O)=[O:15])=[CH:12][CH:11]=2)[CH2:7][CH2:6][CH2:5][CH2:4][CH2:3]1.S(Cl)(Cl)=O.C[N:24](C=O)C. No catalyst specified. The product is [CH3:1][C:2]1([CH2:8][O:9][C:10]2[CH:18]=[CH:17][C:13]([C:14]([NH2:24])=[O:15])=[CH:12][CH:11]=2)[CH2:7][CH2:6][CH2:5][CH2:4][CH2:3]1. The yield is 0.940. (3) The yield is 0.630. No catalyst specified. The product is [NH2:1][C:2]1[CH:3]=[C:4]([C:5]([N:16]2[C@@H:17]3[C@@H:22]([C:21]4[CH:23]=[CH:24][CH:25]=[CH:26][C:20]=4[CH2:19][CH2:18]3)[CH2:13][CH2:14][CH2:15]2)=[O:7])[CH:8]=[CH:9][C:10]=1[O:11][CH3:12]. The reactants are [NH2:1][C:2]1[CH:3]=[C:4]([CH:8]=[CH:9][C:10]=1[O:11][CH3:12])[C:5]([OH:7])=O.[CH2:13]1[C@H:22]2[C@H:17]([CH2:18][CH2:19][C:20]3[CH:26]=[CH:25][CH:24]=[CH:23][C:21]=32)[NH:16][CH2:15][CH2:14]1.F[P-](F)(F)(F)(F)F.N1(OC(N(C)C)=[N+](C)C)C2N=CC=CC=2N=N1.